From a dataset of Full USPTO retrosynthesis dataset with 1.9M reactions from patents (1976-2016). Predict the reactants needed to synthesize the given product. The reactants are: [C:1]([O:4][CH2:5][C@H:6]1[N:11]([CH2:12][C:13]2[CH:18]=[CH:17][CH:16]=[CH:15][CH:14]=2)[C@H:10]([CH2:19][O:20][CH2:21][C:22]2[CH:27]=[CH:26][CH:25]=[CH:24][CH:23]=2)[C@@H:9]([O:28][CH2:29][C:30]2[CH:35]=[CH:34][CH:33]=[CH:32][CH:31]=2)[C@H:8]([O:36][CH2:37][C:38]2[CH:43]=[CH:42][CH:41]=[CH:40][CH:39]=2)[C@H:7]1[N:44]=[N+]=[N-])(=[O:3])[CH3:2].C1C=CC(P(C2C=CC=CC=2)C2C=CC=CC=2)=CC=1.C1C[O:69][CH2:68][CH2:67]1.O. Given the product [C:1]([O:4][CH2:5][C@H:6]1[N:11]([CH2:12][C:13]2[CH:18]=[CH:17][CH:16]=[CH:15][CH:14]=2)[C@H:10]([CH2:19][O:20][CH2:21][C:22]2[CH:27]=[CH:26][CH:25]=[CH:24][CH:23]=2)[C@@H:9]([O:28][CH2:29][C:30]2[CH:35]=[CH:34][CH:33]=[CH:32][CH:31]=2)[C@H:8]([O:36][CH2:37][C:38]2[CH:43]=[CH:42][CH:41]=[CH:40][CH:39]=2)[C@H:7]1[NH:44][C:68](=[O:69])[CH3:67])(=[O:3])[CH3:2], predict the reactants needed to synthesize it.